This data is from Catalyst prediction with 721,799 reactions and 888 catalyst types from USPTO. The task is: Predict which catalyst facilitates the given reaction. Reactant: [Cl:1][C:2]1[S:6][C:5]([NH:7][S:8]([C:11]2[CH:20]=[CH:19][C:14]([C:15]([O:17]C)=[O:16])=[CH:13][CH:12]=2)(=[O:10])=[O:9])=[N:4][CH:3]=1.[OH-].[Li+]. Product: [Cl:1][C:2]1[S:6][C:5]([NH:7][S:8]([C:11]2[CH:12]=[CH:13][C:14]([C:15]([OH:17])=[O:16])=[CH:19][CH:20]=2)(=[O:10])=[O:9])=[N:4][CH:3]=1. The catalyst class is: 38.